Dataset: Forward reaction prediction with 1.9M reactions from USPTO patents (1976-2016). Task: Predict the product of the given reaction. (1) Given the reactants [F:1][C:2]1[CH:7]=[CH:6][C:5]([CH:8]2[CH2:13][C:12](=[O:14])[CH:11]=[CH:10][N:9]2C(OCC2C=CC=CC=2)=O)=[CH:4][CH:3]=1, predict the reaction product. The product is: [F:1][C:2]1[CH:7]=[CH:6][C:5]([C@@H:8]2[CH2:13][C@H:12]([OH:14])[CH2:11][CH2:10][NH:9]2)=[CH:4][CH:3]=1. (2) Given the reactants [NH:1]1[CH:5]=[CH:4][CH:3]=[N:2]1.[CH3:6][O:7][C:8]1[CH:13]=[CH:12][C:11](Br)=[CH:10][CH:9]=1, predict the reaction product. The product is: [CH3:6][O:7][C:8]1[CH:13]=[CH:12][C:11]([N:1]2[CH:5]=[CH:4][CH:3]=[N:2]2)=[CH:10][CH:9]=1. (3) Given the reactants [C:1]1(=[O:6])[CH2:5][CH2:4][CH2:3][CH2:2]1.C([O-])([O-])=O.[Na+].[Na+].[F:13][C:14]([F:27])([F:26])[S:15](O[S:15]([C:14]([F:27])([F:26])[F:13])(=[O:17])=[O:16])(=[O:17])=[O:16], predict the reaction product. The product is: [C:1]1([O:6][S:15]([C:14]([F:27])([F:26])[F:13])(=[O:17])=[O:16])[CH2:5][CH2:4][CH2:3][CH:2]=1. (4) Given the reactants [N:1]1([C:12]([O:14][CH2:15][C:16]2[CH:21]=[CH:20][CH:19]=[CH:18][CH:17]=2)=[O:13])[CH2:6][CH2:5][CH2:4][CH:3]([C:7]([O:9][CH2:10][CH3:11])=[O:8])[CH2:2]1.C[Si]([N-][Si](C)(C)C)(C)C.[Na+].Br[CH2:33][CH:34]=[C:35]([CH3:37])[CH3:36], predict the reaction product. The product is: [CH3:36][C:35]([CH3:37])=[CH:34][CH2:33][C:3]1([C:7]([O:9][CH2:10][CH3:11])=[O:8])[CH2:4][CH2:5][CH2:6][N:1]([C:12]([O:14][CH2:15][C:16]2[CH:21]=[CH:20][CH:19]=[CH:18][CH:17]=2)=[O:13])[CH2:2]1. (5) Given the reactants [S:1]1[C:5]2[CH:6]=[CH:7][CH:8]=[CH:9][C:4]=2[N:3]=[C:2]1[C:10]1[C:11]([NH:20][C@H:21]2[C@@H:25]3[O:26][C:27]([CH3:30])([CH3:29])[O:28][C@@H:24]3[C@@H:23]([CH2:31][OH:32])[CH2:22]2)=[N:12][C:13]([S:18][CH3:19])=[N:14][C:15]=1[O:16]C.C(=O)([O-])[O-].[K+].[K+].C1(S)C=CC=CC=1, predict the reaction product. The product is: [S:1]1[C:5]2[CH:6]=[CH:7][CH:8]=[CH:9][C:4]=2[N:3]=[C:2]1[C:10]1[C:15](=[O:16])[NH:14][C:13]([S:18][CH3:19])=[N:12][C:11]=1[NH:20][C@H:21]1[C@H:25]2[C@H:24]([O:28][C:27]([CH3:30])([CH3:29])[O:26]2)[C@@H:23]([CH2:31][OH:32])[CH2:22]1. (6) Given the reactants [Na].[CH2:2]([N:9]1[CH2:15][CH:14]([C:16](O)=[O:17])[CH2:13][N:12]([CH2:19][C:20]2[CH:25]=[CH:24][CH:23]=[CH:22][CH:21]=2)[CH2:11][CH2:10]1)[C:3]1[CH:8]=[CH:7][CH:6]=[CH:5][CH:4]=1.[H-].[Al+3].[Li+].[H-].[H-].[H-], predict the reaction product. The product is: [CH2:19]([N:12]1[CH2:13][CH:14]([CH2:16][OH:17])[CH2:15][N:9]([CH2:2][C:3]2[CH:8]=[CH:7][CH:6]=[CH:5][CH:4]=2)[CH2:10][CH2:11]1)[C:20]1[CH:21]=[CH:22][CH:23]=[CH:24][CH:25]=1. (7) The product is: [C:19]([Si:16]([CH3:18])([CH3:17])[O:15][CH2:14][CH2:13][N:8]1[C:9]2[CH2:10][CH2:11][CH2:12][CH:4]([NH2:1])[C:5]=2[CH:6]=[N:7]1)([CH3:22])([CH3:21])[CH3:20]. Given the reactants [N:1]([CH:4]1[CH2:12][CH2:11][CH2:10][C:9]2[N:8]([CH2:13][CH2:14][O:15][Si:16]([C:19]([CH3:22])([CH3:21])[CH3:20])([CH3:18])[CH3:17])[N:7]=[CH:6][C:5]1=2)=[N+]=[N-].CCOC(C)=O.CO, predict the reaction product. (8) Given the reactants [Br:1][C:2]1[CH:9]=[C:8]([F:10])[C:5]([C:6]#[N:7])=[C:4](F)[CH:3]=1.[CH2:12]([O:19][C@H:20]1[CH2:24][CH2:23][CH2:22][C@@H:21]1[NH2:25])[C:13]1[CH:18]=[CH:17][CH:16]=[CH:15][CH:14]=1.CCN(C(C)C)C(C)C.[NH4+].[Cl-], predict the reaction product. The product is: [CH2:12]([O:19][C@H:20]1[CH2:24][CH2:23][CH2:22][C@@H:21]1[NH:25][C:4]1[CH:3]=[C:2]([Br:1])[CH:9]=[C:8]([F:10])[C:5]=1[C:6]#[N:7])[C:13]1[CH:18]=[CH:17][CH:16]=[CH:15][CH:14]=1. (9) Given the reactants [O:1]1[C:5]2[CH:6]=[C:7]([C:10]3[C:18]4[C:13](=[CH:14][C:15]([F:19])=[CH:16][CH:17]=4)[N:12](C(OC(C)(C)C)=O)[CH:11]=3)[CH:8]=[CH:9][C:4]=2[CH:3]=[CH:2]1, predict the reaction product. The product is: [O:1]1[C:5]2[CH:6]=[C:7]([C:10]3[C:18]4[C:13](=[CH:14][C:15]([F:19])=[CH:16][CH:17]=4)[NH:12][CH:11]=3)[CH:8]=[CH:9][C:4]=2[CH:3]=[CH:2]1.